This data is from Full USPTO retrosynthesis dataset with 1.9M reactions from patents (1976-2016). The task is: Predict the reactants needed to synthesize the given product. (1) Given the product [CH3:11][C:12]1[CH:17]=[CH:16][CH:15]=[CH:14][C:13]=1[C:18]1[CH:23]=[CH:22][C:21]([C:24]2[O:28][N:27]=[C:26]([C:29]3[CH:34]=[CH:33][C:32]([C:35](=[O:37])[CH3:36])=[CH:31][CH:30]=3)[N:25]=2)=[CH:20][C:19]=1[C:38]([F:40])([F:41])[F:39], predict the reactants needed to synthesize it. The reactants are: C(Cl)(=O)C(Cl)=O.CS(C)=O.[CH3:11][C:12]1[CH:17]=[CH:16][CH:15]=[CH:14][C:13]=1[C:18]1[CH:23]=[CH:22][C:21]([C:24]2[O:28][N:27]=[C:26]([C:29]3[CH:34]=[CH:33][C:32]([CH:35]([OH:37])[CH3:36])=[CH:31][CH:30]=3)[N:25]=2)=[CH:20][C:19]=1[C:38]([F:41])([F:40])[F:39].C(N(CC)CC)C.C(=O)(O)[O-].[Na+]. (2) The reactants are: [N:1]1([CH2:6][CH2:7][CH2:8][O:9][C:10]2[CH:15]=[CH:14][C:13]([C:16]3([CH2:22][N:23]4[CH2:28][CH2:27][NH:26][CH2:25][CH2:24]4)[CH2:21][CH2:20][O:19][CH2:18][CH2:17]3)=[CH:12][CH:11]=2)[CH2:5][CH2:4][CH2:3][CH2:2]1.[CH3:29][C:30]([CH3:32])=O. Given the product [CH:30]([N:26]1[CH2:25][CH2:24][N:23]([CH2:22][C:16]2([C:13]3[CH:14]=[CH:15][C:10]([O:9][CH2:8][CH2:7][CH2:6][N:1]4[CH2:5][CH2:4][CH2:3][CH2:2]4)=[CH:11][CH:12]=3)[CH2:17][CH2:18][O:19][CH2:20][CH2:21]2)[CH2:28][CH2:27]1)([CH3:32])[CH3:29], predict the reactants needed to synthesize it. (3) Given the product [CH3:33][O:32][C:30](=[O:31])[CH2:29][N:21]([C:15]1[CH:16]=[CH:17][C:18]([Cl:20])=[CH:19][C:14]=1[CH2:7][C:8]1[CH:9]=[CH:10][CH:11]=[CH:12][CH:13]=1)[C:22](=[O:27])[C:23]([F:26])([F:24])[F:25], predict the reactants needed to synthesize it. The reactants are: C(=O)([O-])[O-].[K+].[K+].[CH2:7]([C:14]1[CH:19]=[C:18]([Cl:20])[CH:17]=[CH:16][C:15]=1[NH:21][C:22](=[O:27])[C:23]([F:26])([F:25])[F:24])[C:8]1[CH:13]=[CH:12][CH:11]=[CH:10][CH:9]=1.Br[CH2:29][C:30]([O:32][CH3:33])=[O:31]. (4) Given the product [F:11][C:9]([F:10])([F:12])[C:7]1[CH:6]=[C:5]([C:13]2[N:17]=[CH:16][N:15](/[CH:18]=[CH:19]\[C:20]([N:42]3[CH2:43][CH2:44][C:39]([F:45])([F:38])[CH2:40][CH2:41]3)=[O:22])[N:14]=2)[CH:4]=[C:3]([C:2]([F:1])([F:23])[F:24])[CH:8]=1, predict the reactants needed to synthesize it. The reactants are: [F:1][C:2]([F:24])([F:23])[C:3]1[CH:4]=[C:5]([C:13]2[N:17]=[CH:16][N:15](/[CH:18]=[CH:19]\[C:20]([OH:22])=O)[N:14]=2)[CH:6]=[C:7]([C:9]([F:12])([F:11])[F:10])[CH:8]=1.CCN=C=NCCCN(C)C.Cl.Cl.[F:38][C:39]1([F:45])[CH2:44][CH2:43][NH:42][CH2:41][CH2:40]1.CCN(C(C)C)C(C)C.C1C=CC2N(O)N=NC=2C=1.